Dataset: Forward reaction prediction with 1.9M reactions from USPTO patents (1976-2016). Task: Predict the product of the given reaction. The product is: [C:1]([N:33]1[CH2:34][CH2:35][CH:30]([CH2:29][C:26]2[N:25]=[C:24]([C:15]3[CH:14]=[N:13][C:12]4[N:8]([CH2:6][CH3:7])[N:9]=[CH:10][C:11]=4[C:16]=3[NH:17][CH:18]3[CH2:19][CH2:20][O:21][CH2:22][CH2:23]3)[O:28][N:27]=2)[CH2:31][CH2:32]1)(=[O:3])[CH3:2]. Given the reactants [C:1](Cl)(=[O:3])[CH3:2].Cl.[CH2:6]([N:8]1[C:12]2[N:13]=[CH:14][C:15]([C:24]3[O:28][N:27]=[C:26]([CH2:29][CH:30]4[CH2:35][CH2:34][NH:33][CH2:32][CH2:31]4)[N:25]=3)=[C:16]([NH:17][CH:18]3[CH2:23][CH2:22][O:21][CH2:20][CH2:19]3)[C:11]=2[CH:10]=[N:9]1)[CH3:7].C(N(C(C)C)CC)(C)C, predict the reaction product.